This data is from Full USPTO retrosynthesis dataset with 1.9M reactions from patents (1976-2016). The task is: Predict the reactants needed to synthesize the given product. (1) The reactants are: [C:1]([N:8]([CH3:42])[CH:9]1[CH2:14][CH2:13][CH:12]([N:15]([CH2:30][C:31]2[CH:32]=[C:33](B(O)O)[CH:34]=[CH:35][C:36]=2[O:37][CH3:38])[C:16]([C:18]2[S:22][C:21]3[C:23]([F:28])=[CH:24][CH:25]=[C:26]([F:27])[C:20]=3[C:19]=2[Cl:29])=[O:17])[CH2:11][CH2:10]1)([O:3][C:4]([CH3:7])([CH3:6])[CH3:5])=[O:2].[C:43]([O:47][C:48](=[O:57])[NH:49][C:50]1[CH:55]=[C:54](Br)[CH:53]=[CH:52][N:51]=1)([CH3:46])([CH3:45])[CH3:44]. Given the product [C:43]([O:47][C:48](=[O:57])[NH:49][C:50]1[CH:55]=[C:54]([C:33]2[CH:34]=[CH:35][C:36]([O:37][CH3:38])=[C:31]([CH2:30][N:15]([CH:12]3[CH2:13][CH2:14][CH:9]([N:8]([C:1]([O:3][C:4]([CH3:7])([CH3:6])[CH3:5])=[O:2])[CH3:42])[CH2:10][CH2:11]3)[C:16]([C:18]3[S:22][C:21]4[C:23]([F:28])=[CH:24][CH:25]=[C:26]([F:27])[C:20]=4[C:19]=3[Cl:29])=[O:17])[CH:32]=2)[CH:53]=[CH:52][N:51]=1)([CH3:46])([CH3:44])[CH3:45], predict the reactants needed to synthesize it. (2) Given the product [ClH:27].[NH2:2][CH2:1][C:3]1[CH:4]=[CH:5][C:6]([C:9]2[N:13]([C:14]3[CH:19]=[CH:18][C:17]([O:20][CH3:21])=[CH:16][CH:15]=3)[N:12]=[C:11]([C:22]([O:24][CH2:25][CH3:26])=[O:23])[CH:10]=2)=[CH:7][CH:8]=1, predict the reactants needed to synthesize it. The reactants are: [C:1]([C:3]1[CH:8]=[CH:7][C:6]([C:9]2[N:13]([C:14]3[CH:19]=[CH:18][C:17]([O:20][CH3:21])=[CH:16][CH:15]=3)[N:12]=[C:11]([C:22]([O:24][CH2:25][CH3:26])=[O:23])[CH:10]=2)=[CH:5][CH:4]=1)#[N:2].[ClH:27]. (3) Given the product [CH2:9]([N:8]([CH2:13][C:14]1[CH:26]=[CH:25][C:17]([O:18][CH2:19][C:20]([OH:22])=[O:21])=[C:16]([CH3:27])[CH:15]=1)[C:4]1[C:3]([CH3:28])=[C:2]([C:33]2[CH:34]=[CH:35][C:30]([F:29])=[CH:31][CH:32]=2)[CH:7]=[CH:6][CH:5]=1)[CH2:10][CH2:11][CH3:12], predict the reactants needed to synthesize it. The reactants are: Br[C:2]1[C:3]([CH3:28])=[C:4]([N:8]([CH2:13][C:14]2[CH:26]=[CH:25][C:17]([O:18][CH2:19][C:20]([O:22]CC)=[O:21])=[C:16]([CH3:27])[CH:15]=2)[CH2:9][CH2:10][CH2:11][CH3:12])[CH:5]=[CH:6][CH:7]=1.[F:29][C:30]1[CH:35]=[CH:34][C:33](B(O)O)=[CH:32][CH:31]=1. (4) Given the product [CH:7]1([C:10]2[O:14][N:13]=[C:12]([C:15]3[CH:20]=[CH:19][CH:18]=[CH:17][C:16]=3[O:21][C:22]([F:25])([F:23])[F:24])[C:11]=2[CH2:26][OH:27])[CH2:8][CH2:9]1, predict the reactants needed to synthesize it. The reactants are: [H-].[H-].[H-].[H-].[Li+].[Al+3].[CH:7]1([C:10]2[O:14][N:13]=[C:12]([C:15]3[CH:20]=[CH:19][CH:18]=[CH:17][C:16]=3[O:21][C:22]([F:25])([F:24])[F:23])[C:11]=2[C:26](OC)=[O:27])[CH2:9][CH2:8]1. (5) Given the product [Br:1][C:2]1[CH:3]=[CH:4][C:5]([CH2:6][NH:7][C:8]([C:10]2[C:11]([OH:12])=[N:29][C:27]([N:22]3[CH:26]=[CH:25][CH:24]=[N:23]3)=[N:28][CH:15]=2)=[O:9])=[CH:19][CH:20]=1, predict the reactants needed to synthesize it. The reactants are: [Br:1][C:2]1[CH:20]=[CH:19][C:5]([CH2:6][NH:7][C:8]([C:10](=[CH:15]N(C)C)[C:11](OC)=[O:12])=[O:9])=[CH:4][CH:3]=1.Cl.[N:22]1([C:27](=[NH:29])[NH2:28])[CH:26]=[CH:25][CH:24]=[N:23]1.C1CCN2C(=NCCC2)CC1. (6) Given the product [F:26][C:24]1[CH:23]=[C:22]2[C:12]([CH:19]=[CH:20][N:21]2[S:27]([C:30]2[CH:31]=[CH:32][CH:33]=[CH:34][CH:35]=2)(=[O:29])=[O:28])=[C:13]([CH:14]=[CH2:15])[CH:25]=1, predict the reactants needed to synthesize it. The reactants are: [CH2:12]([Sn]([CH2:12][CH2:13][CH2:14][CH3:15])([CH2:12][CH2:13][CH2:14][CH3:15])C=C)[CH2:13][CH2:14][CH3:15].BrC1[CH:25]=[C:24]([F:26])[CH:23]=[C:22]2C=1[CH:19]=[CH:20][N:21]2[S:27]([C:30]1[CH:35]=[CH:34][CH:33]=[CH:32][CH:31]=1)(=[O:29])=[O:28]. (7) Given the product [C:1]([OH:11])(=[O:10])[C@@H:2]([C:4]1[CH:9]=[CH:8][CH:7]=[CH:6][CH:5]=1)[OH:3].[N:12]1[CH:17]=[CH:16][CH:15]=[C:14]([CH2:18][C@H:19]2[C@H:24]([NH:25][C:26]([C:28]3[O:29][C:30]4[CH:36]=[CH:35][CH:34]=[CH:33][C:31]=4[CH:32]=3)=[O:27])[CH:23]3[CH2:37][CH2:38][N:20]2[CH2:21][CH2:22]3)[CH:13]=1, predict the reactants needed to synthesize it. The reactants are: [C:1]([OH:11])(=[O:10])[C@@H:2]([C:4]1[CH:9]=[CH:8][CH:7]=[CH:6][CH:5]=1)[OH:3].[N:12]1[CH:17]=[CH:16][CH:15]=[C:14]([CH2:18][C@H:19]2[C@H:24]([NH:25][C:26]([C:28]3[O:29][C:30]4[CH:36]=[CH:35][CH:34]=[CH:33][C:31]=4[CH:32]=3)=[O:27])[CH:23]3[CH2:37][CH2:38][N:20]2[CH2:21][CH2:22]3)[CH:13]=1.C(OCC)(=O)C.